This data is from Reaction yield outcomes from USPTO patents with 853,638 reactions. The task is: Predict the reaction yield, written as a fraction of the theoretical maximum amount of product (1.0 means a 100% yield; for example, 0.34 means a 34% yield). The product is [Cl:21][C:5]1[C:6]([NH:8][C:9]2[CH:14]=[CH:13][CH:12]=[CH:11][C:10]=2[S:15]([CH:18]([CH3:20])[CH3:19])(=[O:17])=[O:16])=[N:7][C:2]([NH:30][C:29]2[CH:31]=[CH:32][C:26]([P:23]([CH3:25])([CH3:22])=[O:24])=[CH:27][C:28]=2[CH2:33][CH3:34])=[N:3][CH:4]=1. The catalyst is COCCO. The yield is 0.400. The reactants are Cl[C:2]1[N:7]=[C:6]([NH:8][C:9]2[CH:14]=[CH:13][CH:12]=[CH:11][C:10]=2[S:15]([CH:18]([CH3:20])[CH3:19])(=[O:17])=[O:16])[C:5]([Cl:21])=[CH:4][N:3]=1.[CH3:22][P:23]([C:26]1[CH:32]=[CH:31][C:29]([NH2:30])=[C:28]([CH2:33][CH3:34])[CH:27]=1)([CH3:25])=[O:24].[OH-].[Na+].